This data is from Forward reaction prediction with 1.9M reactions from USPTO patents (1976-2016). The task is: Predict the product of the given reaction. Given the reactants [O:1]=[C:2]1[C:11]2[C:6](=[CH:7][CH:8]=[C:9]([O:12][S:13]([C:16]([F:19])([F:18])[F:17])(=[O:15])=[O:14])[CH:10]=2)[N:5]2[CH:20]=[N:21][N:22]=[C:4]2[N:3]1[CH2:23][C:24]1[CH:36]=[CH:35][C:27]([C:28]([O:30]C(C)(C)C)=[O:29])=[CH:26][CH:25]=1.O, predict the reaction product. The product is: [O:1]=[C:2]1[C:11]2[C:6](=[CH:7][CH:8]=[C:9]([O:12][S:13]([C:16]([F:19])([F:17])[F:18])(=[O:15])=[O:14])[CH:10]=2)[N:5]2[CH:20]=[N:21][N:22]=[C:4]2[N:3]1[CH2:23][C:24]1[CH:25]=[CH:26][C:27]([C:28]([OH:30])=[O:29])=[CH:35][CH:36]=1.